From a dataset of Forward reaction prediction with 1.9M reactions from USPTO patents (1976-2016). Predict the product of the given reaction. (1) Given the reactants C([NH:8][C:9]1[CH:14]=[CH:13][C:12]([CH:15]2[CH2:30][CH2:29][C:18]3([CH2:23][CH2:22][CH:21]([CH2:24][C:25]([O:27][CH3:28])=[O:26])[CH2:20][CH2:19]3)[CH2:17][CH2:16]2)=[CH:11][CH:10]=1)C1C=CC=CC=1, predict the reaction product. The product is: [NH2:8][C:9]1[CH:10]=[CH:11][C:12]([CH:15]2[CH2:16][CH2:17][C:18]3([CH2:23][CH2:22][CH:21]([CH2:24][C:25]([O:27][CH3:28])=[O:26])[CH2:20][CH2:19]3)[CH2:29][CH2:30]2)=[CH:13][CH:14]=1. (2) Given the reactants [C:1]([O:5][C:6]([N:8]1[C:12]([C:13]2[CH:14]=[C:15]3[C:19](=[CH:20][CH:21]=2)[NH:18][C:17](=[O:22])[C:16]3([CH3:24])[CH3:23])=[CH:11][CH:10]=[CH:9]1)=[O:7])([CH3:4])([CH3:3])[CH3:2].ClS([N:29]=[C:30]=O)(=O)=O.CN(C=O)C.O, predict the reaction product. The product is: [C:1]([O:5][C:6]([N:8]1[C:12]([C:13]2[CH:14]=[C:15]3[C:19](=[CH:20][CH:21]=2)[NH:18][C:17](=[O:22])[C:16]3([CH3:24])[CH3:23])=[CH:11][CH:10]=[C:9]1[C:30]#[N:29])=[O:7])([CH3:4])([CH3:2])[CH3:3]. (3) The product is: [CH3:1][O:2][C:5]1[N:10]=[C:9]([N:11]2[CH2:16][CH2:15][N:14]([C:17]([C:19]3[N:20]([C:25]4[CH:30]=[CH:29][CH:28]=[CH:27][CH:26]=4)[N:21]=[C:22]([CH3:24])[CH:23]=3)=[O:18])[CH2:13][CH2:12]2)[CH:8]=[CH:7][CH:6]=1. Given the reactants [CH3:1][O-:2].[Na+].Cl[C:5]1[N:10]=[C:9]([N:11]2[CH2:16][CH2:15][N:14]([C:17]([C:19]3[N:20]([C:25]4[CH:30]=[CH:29][CH:28]=[CH:27][CH:26]=4)[N:21]=[C:22]([CH3:24])[CH:23]=3)=[O:18])[CH2:13][CH2:12]2)[CH:8]=[CH:7][CH:6]=1, predict the reaction product. (4) The product is: [F:38][C@H:2]1[CH2:7][CH2:6][C@H:5]([CH2:8][C@H:9]([NH:23][C:24](=[O:30])[O:25][C:26]([CH3:29])([CH3:28])[CH3:27])[CH2:10][N:11]([C:13]([O:15][CH2:16][C:17]2[CH:22]=[CH:21][CH:20]=[CH:19][CH:18]=2)=[O:14])[CH3:12])[CH2:4][CH2:3]1. Given the reactants O[C@H:2]1[CH2:7][CH2:6][C@H:5]([CH2:8][C@H:9]([NH:23][C:24](=[O:30])[O:25][C:26]([CH3:29])([CH3:28])[CH3:27])[CH2:10][N:11]([C:13]([O:15][CH2:16][C:17]2[CH:22]=[CH:21][CH:20]=[CH:19][CH:18]=2)=[O:14])[CH3:12])[CH2:4][CH2:3]1.CCN(CC)CC.[F:38]C(F)(S(F)(=O)=O)C(F)(F)C(F)(F)C(F)(F)F.C1COCC1, predict the reaction product. (5) Given the reactants Br[C:2]1[N:3]=[C:4]([CH:7]([O:20][Si:21]([C:24]([CH3:27])([CH3:26])[CH3:25])([CH3:23])[CH3:22])[CH2:8][CH2:9][CH2:10][CH2:11][CH2:12][CH2:13][C:14]2[CH:19]=[CH:18][CH:17]=[CH:16][CH:15]=2)[O:5][CH:6]=1.[I:28]I, predict the reaction product. The product is: [Si:21]([O:20][CH:7]([C:4]1[O:5][CH:6]=[C:2]([I:28])[N:3]=1)[CH2:8][CH2:9][CH2:10][CH2:11][CH2:12][CH2:13][C:14]1[CH:19]=[CH:18][CH:17]=[CH:16][CH:15]=1)([C:24]([CH3:27])([CH3:26])[CH3:25])([CH3:23])[CH3:22]. (6) Given the reactants [Cl:1][C:2]1[CH:7]=[CH:6][CH:5]=[C:4]([Cl:8])[C:3]=1[NH:9][C:10]1[NH:22][C:21]2[C:16]3[N:17]=[C:18]([CH3:20])[O:19][C:15]=3[C:14]([C:23]([OH:25])=O)=[CH:13][C:12]=2[N:11]=1.S(Cl)(Cl)=O.[CH2:30]([NH2:36])[CH2:31][CH2:32][CH2:33][CH2:34][CH3:35].CCN(C(C)C)C(C)C, predict the reaction product. The product is: [Cl:8][C:4]1[CH:5]=[CH:6][CH:7]=[C:2]([Cl:1])[C:3]=1[NH:9][C:10]1[NH:22][C:21]2[C:16]3[N:17]=[C:18]([CH3:20])[O:19][C:15]=3[C:14]([C:23]([NH:36][CH2:30][CH2:31][CH2:32][CH2:33][CH2:34][CH3:35])=[O:25])=[CH:13][C:12]=2[N:11]=1. (7) Given the reactants Cl[C:2]1[C:3]([O:8][C:9]2[CH:14]=[CH:13][C:12]([NH:15][C:16]3[S:17][C:18]4[CH:24]=[CH:23][CH:22]=[CH:21][C:19]=4[N:20]=3)=[C:11]([F:25])[CH:10]=2)=[N:4][CH:5]=[CH:6][N:7]=1.CC1(C)C(C)(C)OB([C:34]2[CH2:39][CH2:38][CH2:37][C:36](=[O:40])[CH:35]=2)O1.C(=O)([O-])[O-].[Na+].[Na+].O, predict the reaction product. The product is: [S:17]1[C:18]2[CH:24]=[CH:23][CH:22]=[CH:21][C:19]=2[N:20]=[C:16]1[NH:15][C:12]1[CH:13]=[CH:14][C:9]([O:8][C:3]2[C:2]([C:34]3[CH2:39][CH2:38][CH2:37][C:36](=[O:40])[CH:35]=3)=[N:7][CH:6]=[CH:5][N:4]=2)=[CH:10][C:11]=1[F:25]. (8) Given the reactants [CH3:1][C:2]1([CH3:20])[C:6]([CH3:8])([CH3:7])[O:5][B:4]([C:9]2[CH:10]=[C:11]3[C:16](=[CH:17][CH:18]=2)[C:15](=[O:19])[NH:14][CH2:13][CH2:12]3)[O:3]1.I[CH2:22][CH3:23], predict the reaction product. The product is: [CH2:22]([N:14]1[CH2:13][CH2:12][C:11]2[C:16](=[CH:17][CH:18]=[C:9]([B:4]3[O:3][C:2]([CH3:20])([CH3:1])[C:6]([CH3:7])([CH3:8])[O:5]3)[CH:10]=2)[C:15]1=[O:19])[CH3:23].